Dataset: Forward reaction prediction with 1.9M reactions from USPTO patents (1976-2016). Task: Predict the product of the given reaction. Given the reactants F[C:2]1[CH:3]=[CH:4][C:5]([CH:8]=O)=[N:6][CH:7]=1.[CH3:10][N:11]1[CH2:16][CH2:15][NH:14][CH2:13][CH2:12]1.[NH2:17][C:18]1[C:23]([NH2:24])=[C:22]([C:25]2[CH:30]=[CH:29][C:28]([CH2:31][NH:32][C:33](=[O:39])OC(C)(C)C)=[C:27]([F:40])[CH:26]=2)[CH:21]=[CH:20][N:19]=1.[C:41]([C:45]1[O:49][N:48]=[C:47](C([O-])=O)[N:46]=1)([CH3:44])([CH3:43])[CH3:42], predict the reaction product. The product is: [C:41]([C:45]1[O:49][N:48]=[C:47]([C:33]([NH:32][CH2:31][C:28]2[CH:29]=[CH:30][C:25]([C:22]3[CH:21]=[CH:20][N:19]=[C:18]4[NH:17][C:8]([C:5]5[CH:4]=[CH:3][C:2]([N:14]6[CH2:15][CH2:16][N:11]([CH3:10])[CH2:12][CH2:13]6)=[CH:7][N:6]=5)=[N:24][C:23]=34)=[CH:26][C:27]=2[F:40])=[O:39])[N:46]=1)([CH3:44])([CH3:43])[CH3:42].